Predict the reaction yield, written as a fraction of the theoretical maximum amount of product (1.0 means a 100% yield; for example, 0.34 means a 34% yield). From a dataset of Reaction yield outcomes from USPTO patents with 853,638 reactions. (1) The reactants are [I:1][C:2]1[CH:3]=[C:4]([CH:8]=[CH:9][CH:10]=1)[C:5]([OH:7])=O.[Cl:11][C:12]1[CH:18]=[CH:17][C:15]([NH2:16])=[CH:14][C:13]=1[C:19]([F:22])([F:21])[F:20].CCN=C=NCCCN(C)C. The catalyst is CN(C=O)C.CN(C1C=CN=CC=1)C. The product is [Cl:11][C:12]1[CH:18]=[CH:17][C:15]([NH:16][C:5](=[O:7])[C:4]2[CH:8]=[CH:9][CH:10]=[C:2]([I:1])[CH:3]=2)=[CH:14][C:13]=1[C:19]([F:20])([F:21])[F:22]. The yield is 0.930. (2) The reactants are C(N(C(C)C)C(C)C)C.[Cl:10][C:11]1[C:16]([CH2:17]Cl)=[CH:15][CH:14]=[C:13]([Cl:19])[N:12]=1.[NH2:20][CH2:21][C@@H:22]([C:24]1[CH:29]=[CH:28][CH:27]=[CH:26][CH:25]=1)[OH:23]. The catalyst is CN(C=O)C. The product is [Cl:10][C:11]1[C:16]([CH2:17][NH:20][CH2:21][C@@H:22]([C:24]2[CH:29]=[CH:28][CH:27]=[CH:26][CH:25]=2)[OH:23])=[CH:15][CH:14]=[C:13]([Cl:19])[N:12]=1. The yield is 0.660. (3) The reactants are I[C:2]1[N:6]2[CH:7]=[CH:8][C:9]([C:11]3[CH:16]=[CH:15][N:14]=[CH:13][CH:12]=3)=[CH:10][C:5]2=[N:4][CH:3]=1.[Cl:17][C:18]1[CH:23]=[C:22](B2OC(C)(C)C(C)(C)O2)[CH:21]=[CH:20][C:19]=1[NH2:33].C(=O)([O-])[O-].[K+].[K+].O1CCOCC1. The catalyst is O. The product is [Cl:17][C:18]1[CH:23]=[C:22]([C:2]2[N:6]3[CH:7]=[CH:8][C:9]([C:11]4[CH:16]=[CH:15][N:14]=[CH:13][CH:12]=4)=[CH:10][C:5]3=[N:4][CH:3]=2)[CH:21]=[CH:20][C:19]=1[NH2:33]. The yield is 0.460. (4) The reactants are [CH2:1]([O:8][C:9]1[CH:18]=[C:17]2[C:12]([C:13](Cl)=[CH:14][CH:15]=[N:16]2)=[CH:11][CH:10]=1)[C:2]1[CH:7]=[CH:6][CH:5]=[CH:4][CH:3]=1.[N+:20]([C:23]1[CH:28]=[CH:27][C:26]([OH:29])=[CH:25][CH:24]=1)([O-:22])=[O:21].CCN(C(C)C)C(C)C.C(Cl)Cl. The catalyst is C1(C)C=CC=CC=1. The product is [CH2:1]([O:8][C:9]1[CH:18]=[C:17]2[C:12]([C:13]([O:29][C:26]3[CH:27]=[CH:28][C:23]([N+:20]([O-:22])=[O:21])=[CH:24][CH:25]=3)=[CH:14][CH:15]=[N:16]2)=[CH:11][CH:10]=1)[C:2]1[CH:7]=[CH:6][CH:5]=[CH:4][CH:3]=1. The yield is 0.957. (5) The reactants are C([C:4]1C(=O)[N:6]([CH2:18][CH:19]([CH3:21])[CH3:20])[N:7]=[C:8]([C:10]2[CH:15]=[CH:14][C:13]([CH3:16])=[C:12]([F:17])[CH:11]=2)[CH:9]=1)(O)=O.C(N(CC)CC)C.C(Cl)(=O)[O:31][CH2:32][CH3:33].[BH4-].[Na+].Cl.C1C[O:42]CC1. The catalyst is O. The product is [F:17][C:12]1[CH:11]=[C:10]([C:8]2[C:9]([CH3:4])=[C:32]([OH:31])[C:33](=[O:42])[N:6]([CH2:18][CH:19]([CH3:20])[CH3:21])[N:7]=2)[CH:15]=[CH:14][C:13]=1[CH3:16]. The yield is 0.250. (6) The reactants are [C:1]([C:5]1[CH:10]=[C:9]([F:11])[C:8]([N+:12]([O-])=O)=[CH:7][C:6]=1[OH:15])([CH3:4])([CH3:3])[CH3:2].C([O-])=O.[NH4+]. The catalyst is CCO.[Pd]. The product is [C:1]([C:5]1[CH:10]=[C:9]([F:11])[C:8]([NH2:12])=[CH:7][C:6]=1[OH:15])([CH3:4])([CH3:2])[CH3:3]. The yield is 0.830.